From a dataset of Full USPTO retrosynthesis dataset with 1.9M reactions from patents (1976-2016). Predict the reactants needed to synthesize the given product. Given the product [O:37]=[C:4]([NH:38][C:39]1[NH:44][CH2:43][CH2:42][CH2:41][N:40]=1)[CH2:5][CH2:6][CH2:7][O:8][C:9]1[CH:10]=[CH:11][C:12]([CH2:13][C@@H:14]([C:28]([O:30][C:31]([CH3:32])([CH3:34])[CH3:33])=[O:29])[NH:15][C:16]2[N:20]([CH2:21][C:22]3[CH:27]=[CH:26][CH:25]=[CH:24][CH:23]=3)[N:19]=[N:18][N:17]=2)=[CH:35][CH:36]=1, predict the reactants needed to synthesize it. The reactants are: C(O[C:4](=[O:37])[CH2:5][CH2:6][CH2:7][O:8][C:9]1[CH:36]=[CH:35][C:12]([CH2:13][C@@H:14]([C:28]([O:30][C:31]([CH3:34])([CH3:33])[CH3:32])=[O:29])[NH:15][C:16]2[N:20]([CH2:21][C:22]3[CH:27]=[CH:26][CH:25]=[CH:24][CH:23]=3)[N:19]=[N:18][N:17]=2)=[CH:11][CH:10]=1)C.[NH2:38][C:39]1[NH:40][CH2:41][CH2:42][CH2:43][N:44]=1.